Dataset: Full USPTO retrosynthesis dataset with 1.9M reactions from patents (1976-2016). Task: Predict the reactants needed to synthesize the given product. (1) Given the product [ClH:34].[CH3:36][N:35]([CH3:40])[CH2:17][CH2:16][CH2:15][N:14]=[C:13]=[N:12][CH2:11][CH3:10], predict the reactants needed to synthesize it. The reactants are: NCCCC(NC1C=[C:10]2[C:15](=[CH:16][CH:17]=1)[N:14]=[CH:13][N:12]=[C:11]2NC1C=CC(OCC2C=CC=C(F)C=2)=C([Cl:34])C=1)=O.[N:35]1[CH:40]=CC=C[CH:36]=1. (2) Given the product [OH:27][C@H:22]([C:13]1[CH:12]=[CH:11][C:10]2[O:9][C:5]3[C:6]([O:8][CH2:31][CH:32]([CH3:35])[CH2:33][CH3:34])=[CH:7][C:2]([CH3:1])=[CH:3][C:4]=3[CH2:19][O:18][C:16](=[O:17])[C:15]=2[C:14]=1[O:20][CH3:21])[CH2:23][CH:24]([CH3:25])[CH3:26], predict the reactants needed to synthesize it. The reactants are: [CH3:1][C:2]1[CH:7]=[C:6]([OH:8])[C:5]2[O:9][C:10]3[C:15]([C:16]([O:18][CH2:19][C:4]=2[CH:3]=1)=[O:17])=[C:14]([O:20][CH3:21])[C:13]([C@@H:22]([OH:27])[CH2:23][CH:24]([CH3:26])[CH3:25])=[CH:12][CH:11]=3.[H-].[Na+].Br[CH2:31][CH:32]([CH3:35])[CH2:33][CH3:34].[I-].[Na+]. (3) The reactants are: [F:1][C:2]1[CH:7]=[CH:6][C:5]([C:8]#[C:9][C:10]2[CH:15]=[CH:14][N:13]=[C:12]([NH:16][C:17]([NH2:19])=[O:18])[CH:11]=2)=[C:4]([CH3:20])[CH:3]=1.[H][H]. Given the product [F:1][C:2]1[CH:7]=[CH:6][C:5]([CH2:8][CH2:9][C:10]2[CH:15]=[CH:14][N:13]=[C:12]([NH:16][C:17]([NH2:19])=[O:18])[CH:11]=2)=[C:4]([CH3:20])[CH:3]=1, predict the reactants needed to synthesize it. (4) The reactants are: [CH3:1][C:2]1[CH:3]=[C:4]([CH:7]=[CH:8][CH:9]=1)[CH2:5]Br.[CH3:10][C:11](=[O:16])[CH2:12][C:13](=[O:15])[CH3:14]. Given the product [CH3:1][C:2]1[CH:3]=[C:4]([CH:7]=[CH:8][CH:9]=1)[CH2:5][CH:12]([C:11](=[O:16])[CH3:10])[C:13](=[O:15])[CH3:14], predict the reactants needed to synthesize it. (5) Given the product [C:11]([C:9]1[N:8]([C:15]2[CH:20]=[CH:19][C:18]([S:21]([CH3:24])(=[O:22])=[O:23])=[CH:17][CH:16]=2)[N:7]=[C:6]([CH2:4][OH:3])[CH:10]=1)([CH3:14])([CH3:12])[CH3:13], predict the reactants needed to synthesize it. The reactants are: C([O:3][C:4]([C:6]1[CH:10]=[C:9]([C:11]([CH3:14])([CH3:13])[CH3:12])[N:8]([C:15]2[CH:20]=[CH:19][C:18]([S:21]([CH3:24])(=[O:23])=[O:22])=[CH:17][CH:16]=2)[N:7]=1)=O)C.[H-].[H-].[H-].[H-].[Li+].[Al+3].CCOC(C)=O.O. (6) Given the product [Cl:1][C:2]1[CH:3]=[CH:4][C:5]([S:8]([C:9]2[C:10]([C:35]#[N:36])=[C:11]([C:25]3[CH:30]=[CH:29][N:28]=[C:27]([NH:31][C:32](=[O:34])[CH3:33])[CH:26]=3)[S:12][C:13]=2[C:14]2[N:18]=[CH:17][N:16]([CH:19]3[CH2:24][CH2:23][CH2:22][CH2:21][O:20]3)[N:15]=2)=[O:45])=[CH:6][CH:7]=1, predict the reactants needed to synthesize it. The reactants are: [Cl:1][C:2]1[CH:7]=[CH:6][C:5]([S:8][C:9]2[C:10]([C:35]#[N:36])=[C:11]([C:25]3[CH:30]=[CH:29][N:28]=[C:27]([NH:31][C:32](=[O:34])[CH3:33])[CH:26]=3)[S:12][C:13]=2[C:14]2[N:18]=[CH:17][N:16]([CH:19]3[CH2:24][CH2:23][CH2:22][CH2:21][O:20]3)[N:15]=2)=[CH:4][CH:3]=1.ClC1C=CC=C(C(OO)=[O:45])C=1. (7) Given the product [Si:20]([O:9][CH2:8][CH2:7][N:1]1[CH2:6][CH2:5][NH:4][CH2:3][CH2:2]1)([C:16]([CH3:19])([CH3:18])[CH3:17])([C:27]1[CH:28]=[CH:29][CH:30]=[CH:31][CH:32]=1)[C:21]1[CH:26]=[CH:25][CH:24]=[CH:23][CH:22]=1, predict the reactants needed to synthesize it. The reactants are: [N:1]1([CH2:7][CH2:8][OH:9])[CH2:6][CH2:5][NH:4][CH2:3][CH2:2]1.N1C=CC=CC=1.[C:16]([Si:20](Cl)([C:27]1[CH:32]=[CH:31][CH:30]=[CH:29][CH:28]=1)[C:21]1[CH:26]=[CH:25][CH:24]=[CH:23][CH:22]=1)([CH3:19])([CH3:18])[CH3:17].